Dataset: Forward reaction prediction with 1.9M reactions from USPTO patents (1976-2016). Task: Predict the product of the given reaction. (1) Given the reactants [Cl:1][C:2]1[CH:7]=[CH:6][C:5]([C:8]2[C:9](=[O:24])[N:10]([CH2:18][C:19]([O:21]CC)=[O:20])[C:11]3([CH2:17][CH2:16][CH2:15][CH2:14][CH2:13]3)[N:12]=2)=[CH:4][CH:3]=1.[OH-].[Na+], predict the reaction product. The product is: [Cl:1][C:2]1[CH:7]=[CH:6][C:5]([C:8]2[C:9](=[O:24])[N:10]([CH2:18][C:19]([OH:21])=[O:20])[C:11]3([CH2:17][CH2:16][CH2:15][CH2:14][CH2:13]3)[N:12]=2)=[CH:4][CH:3]=1. (2) Given the reactants [N:1]1([CH2:6][C:7]2[S:11][C:10]([C:12]([O:14]CC)=[O:13])=[N:9][CH:8]=2)[CH:5]=[CH:4][N:3]=[CH:2]1.[Li+].[OH-].Cl, predict the reaction product. The product is: [N:1]1([CH2:6][C:7]2[S:11][C:10]([C:12]([OH:14])=[O:13])=[N:9][CH:8]=2)[CH:5]=[CH:4][N:3]=[CH:2]1. (3) Given the reactants [N+:1]([C:4]1[CH:9]=[CH:8][CH:7]=[C:6]([C:10]([F:13])([F:12])[F:11])[CH:5]=1)([O-:3])=[O:2].S(=O)(=O)(O)O.[Br:19]N1C(C)(C)C(=O)N(Br)C1=O.[OH-].[Na+], predict the reaction product. The product is: [Br:19][C:8]1[CH:7]=[C:6]([C:10]([F:11])([F:12])[F:13])[CH:5]=[C:4]([N+:1]([O-:3])=[O:2])[CH:9]=1. (4) Given the reactants C([O:5][C:6](=[O:38])[CH2:7][CH2:8][CH2:9][CH2:10][C@H:11]([O:13][C:14]1[C:15]2[C:22]([C:23]3[CH:28]=[CH:27][C:26]([CH2:29][CH3:30])=[CH:25][CH:24]=3)=[C:21]([C:31]3[CH:36]=[CH:35][CH:34]=[CH:33][C:32]=3[F:37])[O:20][C:16]=2[N:17]=[CH:18][N:19]=1)[CH3:12])(C)(C)C, predict the reaction product. The product is: [CH2:29]([C:26]1[CH:27]=[CH:28][C:23]([C:22]2[C:15]3[C:14]([O:13][C@H:11]([CH3:12])[CH2:10][CH2:9][CH2:8][CH2:7][C:6]([OH:38])=[O:5])=[N:19][CH:18]=[N:17][C:16]=3[O:20][C:21]=2[C:31]2[CH:36]=[CH:35][CH:34]=[CH:33][C:32]=2[F:37])=[CH:24][CH:25]=1)[CH3:30]. (5) Given the reactants [NH2:1][C:2]1[N:7]=[CH:6][C:5]([C:8]2[CH:9]=[C:10]([CH:14]=[CH:15][CH:16]=2)[C:11]([OH:13])=O)=[CH:4][C:3]=1[C:17](=[O:25])[NH:18][C:19]1[CH:24]=[CH:23][N:22]=[CH:21][CH:20]=1.[NH3:26], predict the reaction product. The product is: [NH2:1][C:2]1[N:7]=[CH:6][C:5]([C:8]2[CH:16]=[CH:15][CH:14]=[C:10]([C:11](=[O:13])[NH2:26])[CH:9]=2)=[CH:4][C:3]=1[C:17]([NH:18][C:19]1[CH:24]=[CH:23][N:22]=[CH:21][CH:20]=1)=[O:25]. (6) Given the reactants Br[C:2]1[C:10]2[N:9]3[CH2:11][CH2:12][CH2:13][NH:14][C:15](=[O:16])[C:8]3=[C:7]([CH3:17])[C:6]=2[CH:5]=[C:4]([C:18]#[N:19])[CH:3]=1.[F:20][C:21]1[CH:26]=[CH:25][C:24](B(O)O)=[CH:23][CH:22]=1, predict the reaction product. The product is: [F:20][C:21]1[CH:26]=[CH:25][C:24]([C:2]2[C:10]3[N:9]4[CH2:11][CH2:12][CH2:13][NH:14][C:15](=[O:16])[C:8]4=[C:7]([CH3:17])[C:6]=3[CH:5]=[C:4]([C:18]#[N:19])[CH:3]=2)=[CH:23][CH:22]=1. (7) Given the reactants Cl[CH2:2][CH2:3][CH2:4]/[C:5](=[N:13]\[S@:14]([C:16]([CH3:19])([CH3:18])[CH3:17])=[O:15])/[C:6]1[CH:11]=[CH:10][C:9]([Br:12])=[CH:8][CH:7]=1.CC(C[AlH]CC(C)C)C.[Li+].C[Si]([N-][Si](C)(C)C)(C)C, predict the reaction product. The product is: [CH3:17][C:16]([S@@:14]([N:13]1[CH2:2][CH2:3][CH2:4][C@H:5]1[C:6]1[CH:11]=[CH:10][C:9]([Br:12])=[CH:8][CH:7]=1)=[O:15])([CH3:19])[CH3:18]. (8) Given the reactants [CH3:1][O:2][C:3](=[O:15])[C:4]1[CH:9]=[CH:8][C:7]([CH3:10])=[N:6][C:5]=1[S:11][CH:12]([CH3:14])[CH3:13].[CH3:16][Si]([N-][Si](C)(C)C)(C)C.[K+].CI, predict the reaction product. The product is: [CH3:1][O:2][C:3](=[O:15])[C:4]1[CH:9]=[CH:8][C:7]([CH2:10][CH3:16])=[N:6][C:5]=1[S:11][CH:12]([CH3:13])[CH3:14]. (9) Given the reactants [F:1][C:2]([F:19])([CH3:18])[CH2:3][N:4]1[CH2:10][CH2:9][C:8]2[CH:11]=[C:12]([NH2:17])[C:13]([O:15][CH3:16])=[CH:14][C:7]=2[CH2:6][CH2:5]1.Cl[C:21]1[N:26]=[C:25]([NH:27][C:28]2[CH:33]=[CH:32][C:31]([N:34]3[CH2:39][CH2:38][O:37][CH2:36][CH2:35]3)=[CH:30][C:29]=2[O:40][CH3:41])[C:24]([Cl:42])=[CH:23][N:22]=1, predict the reaction product. The product is: [Cl:42][C:24]1[C:25]([NH:27][C:28]2[CH:33]=[CH:32][C:31]([N:34]3[CH2:35][CH2:36][O:37][CH2:38][CH2:39]3)=[CH:30][C:29]=2[O:40][CH3:41])=[N:26][C:21]([NH:17][C:12]2[C:13]([O:15][CH3:16])=[CH:14][C:7]3[CH2:6][CH2:5][N:4]([CH2:3][C:2]([F:1])([F:19])[CH3:18])[CH2:10][CH2:9][C:8]=3[CH:11]=2)=[N:22][CH:23]=1. (10) Given the reactants [Cl:1][C:2]1[CH:3]=[C:4]([C:8]2(O)[C:17]3[C:12](=[CH:13][CH:14]=[C:15]([O:18][CH3:19])[CH:16]=3)[CH2:11][CH2:10][CH2:9]2)[CH:5]=[CH:6][CH:7]=1.C1(C)C=CC(S(O)(=O)=O)=CC=1, predict the reaction product. The product is: [Cl:1][C:2]1[CH:3]=[C:4]([C:8]2[C:17]3[C:12](=[CH:13][CH:14]=[C:15]([O:18][CH3:19])[CH:16]=3)[CH2:11][CH2:10][CH:9]=2)[CH:5]=[CH:6][CH:7]=1.